This data is from Reaction yield outcomes from USPTO patents with 853,638 reactions. The task is: Predict the reaction yield, written as a fraction of the theoretical maximum amount of product (1.0 means a 100% yield; for example, 0.34 means a 34% yield). (1) The reactants are [CH3:1][O:2][C:3]1[CH:4]=[C:5]2[C:10](=[CH:11][C:12]=1[O:13][CH3:14])[N:9]=[CH:8][N:7]=[C:6]2[N:15]1[CH2:20][CH2:19][NH:18][CH2:17][CH2:16]1.[Cl:21][CH2:22][C:23]1[CH:28]=[CH:27][C:26]([N:29]=[C:30]=[O:31])=[CH:25][CH:24]=1. The catalyst is C1(C)C=CC=CC=1. The product is [Cl:21][CH2:22][C:23]1[CH:28]=[CH:27][C:26]([NH:29][C:30]([N:18]2[CH2:17][CH2:16][N:15]([C:6]3[C:5]4[C:10](=[CH:11][C:12]([O:13][CH3:14])=[C:3]([O:2][CH3:1])[CH:4]=4)[N:9]=[CH:8][N:7]=3)[CH2:20][CH2:19]2)=[O:31])=[CH:25][CH:24]=1. The yield is 0.960. (2) The reactants are C(N(C(C)C)C(C)C)C.C1C=CC(N([S:17]([C:20]([F:23])([F:22])[F:21])(=[O:19])=[O:18])[S:17]([C:20]([F:23])([F:22])[F:21])(=[O:19])=[O:18])=CC=1.[OH:31][C:32]1[CH:37]=[CH:36][C:35]([C@H:38]2[CH2:43][CH2:42][C@H:41]([CH:44]([CH3:50])[C:45]([O:47][CH2:48][CH3:49])=[O:46])[CH2:40][CH2:39]2)=[CH:34][CH:33]=1.[OH-].[Na+]. The catalyst is C(Cl)Cl. The product is [F:21][C:20]([F:23])([F:22])[S:17]([O:31][C:32]1[CH:33]=[CH:34][C:35]([C@H:38]2[CH2:39][CH2:40][C@H:41]([CH:44]([CH3:50])[C:45]([O:47][CH2:48][CH3:49])=[O:46])[CH2:42][CH2:43]2)=[CH:36][CH:37]=1)(=[O:19])=[O:18]. The yield is 0.960. (3) The reactants are [Cl:1][C:2]1[N:3]=[CH:4][CH:5]=[C:6]2[C:11]=1[N:10]=[CH:9][C:8]([O:12]C)=[CH:7]2.B(Br)(Br)Br. The catalyst is ClCCCl. The product is [Cl:1][C:2]1[N:3]=[CH:4][CH:5]=[C:6]2[C:11]=1[N:10]=[CH:9][C:8]([OH:12])=[CH:7]2. The yield is 2.59. (4) The reactants are [Br:1][C:2]1[CH:3]=[C:4]2[C:9](=[CH:10][CH:11]=1)[C:8](=[O:12])[NH:7][NH:6][C:5]2=O.O=P(Cl)(Cl)[Cl:16]. No catalyst specified. The product is [Br:1][C:2]1[CH:3]=[C:4]2[C:9](=[CH:10][CH:11]=1)[C:8](=[O:12])[NH:7][N:6]=[C:5]2[Cl:16]. The yield is 0.243. (5) The reactants are C(OC([NH:8][C@@H:9]([CH3:12])[CH2:10][OH:11])=O)(C)(C)C.O[C:14]1[CH:23]=[CH:22][C:17]([C:18]([O:20][CH3:21])=[O:19])=[CH:16][C:15]=1[N+:24]([O-:26])=[O:25].C1C=CC(P(C2C=CC=CC=2)C2C=CC=CC=2)=CC=1.N(C(OC(C)C)=O)=NC(OC(C)C)=O. The catalyst is C1COCC1. The product is [N+:24]([C:15]1[CH:16]=[C:17]([CH:22]=[CH:23][C:14]=1[O:11][CH2:10][C@@H:9]([NH2:8])[CH3:12])[C:18]([O:20][CH3:21])=[O:19])([O-:26])=[O:25]. The yield is 0.240. (6) The reactants are [P:1]([O:19][C:20]1[CH:25]=[C:24]([O:26]CC2C=CC=CC=2)[C:23]([C:34]2[N:38]([C:39]3[CH:40]=[N:41][C:42]([N:45]4[CH2:50][CH2:49][O:48][CH2:47][CH2:46]4)=[CH:43][CH:44]=3)[C:37]([OH:51])=[N:36][N:35]=2)=[CH:22][C:21]=1[CH:52]([CH3:54])[CH3:53])([O:11]CC1C=CC=CC=1)([O:3]CC1C=CC=CC=1)=[O:2]. The catalyst is CO.[Pd]. The product is [P:1]([OH:3])([OH:11])([O:19][C:20]1[CH:25]=[C:24]([OH:26])[C:23]([C:34]2[N:38]([C:39]3[CH:40]=[N:41][C:42]([N:45]4[CH2:50][CH2:49][O:48][CH2:47][CH2:46]4)=[CH:43][CH:44]=3)[C:37]([OH:51])=[N:36][N:35]=2)=[CH:22][C:21]=1[CH:52]([CH3:54])[CH3:53])=[O:2]. The yield is 0.810.